Dataset: Forward reaction prediction with 1.9M reactions from USPTO patents (1976-2016). Task: Predict the product of the given reaction. (1) Given the reactants [NH:1]1[CH2:5][CH2:4][C@@H:3]([NH:6][C:7]2[CH:12]=[C:11]([C:13]([F:16])([F:15])[F:14])[CH:10]=[CH:9][N:8]=2)[CH2:2]1.[F:17][C:18]1[CH:26]=[CH:25][C:24]([CH:27]=[O:28])=[CH:23][C:19]=1[C:20](O)=[O:21].F[P-](F)(F)(F)(F)F.N1(OC(N(C)C)=[N+](C)C)C2C=CC=CC=2N=N1.C(N(CC)C(C)C)(C)C, predict the reaction product. The product is: [F:17][C:18]1[CH:26]=[CH:25][C:24]([CH:27]=[O:28])=[CH:23][C:19]=1[C:20]([N:1]1[CH2:5][CH2:4][C@@H:3]([NH:6][C:7]2[CH:12]=[C:11]([C:13]([F:14])([F:15])[F:16])[CH:10]=[CH:9][N:8]=2)[CH2:2]1)=[O:21]. (2) The product is: [F:1][C:2]([F:18])([F:19])[C:3]1[CH:4]=[C:5]([C:13](=[CH2:22])[C:14]([O:16][CH3:17])=[O:15])[CH:6]=[C:7]([C:9]([F:11])([F:12])[F:10])[CH:8]=1. Given the reactants [F:1][C:2]([F:19])([F:18])[C:3]1[CH:4]=[C:5]([CH2:13][C:14]([O:16][CH3:17])=[O:15])[CH:6]=[C:7]([C:9]([F:12])([F:11])[F:10])[CH:8]=1.C=O.[C:22](=O)([O-])[O-].[K+].[K+], predict the reaction product. (3) Given the reactants [ClH:1].C(OCC)(=O)C.C(OC([NH:15][C:16]1[S:17][C:18]([CH2:28][CH3:29])=[C:19]([CH:21]([OH:27])[C:22]([O:24][CH2:25][CH3:26])=[O:23])[N:20]=1)=O)(C)(C)C, predict the reaction product. The product is: [ClH:1].[NH2:15][C:16]1[S:17][C:18]([CH2:28][CH3:29])=[C:19]([CH:21]([OH:27])[C:22]([O:24][CH2:25][CH3:26])=[O:23])[N:20]=1. (4) Given the reactants C([N:4]1[C:12]2[C:7](=[CH:8][CH:9]=[CH:10][CH:11]=2)[C:6](=[C:13](Cl)[C:14]2[CH:19]=[CH:18][C:17]([Cl:20])=[CH:16][CH:15]=2)[C:5]1=[O:22])(=O)C.[CH3:23][N:24]([CH2:26][C:27]1[CH:33]=[CH:32][C:30]([NH2:31])=[CH:29][CH:28]=1)[CH3:25].[OH-].[Na+], predict the reaction product. The product is: [CH3:25][N:24]([CH2:26][C:27]1[CH:28]=[CH:29][C:30]([NH:31]/[C:13](=[C:6]2\[C:5](=[O:22])[NH:4][C:12]3[C:7]\2=[CH:8][CH:9]=[CH:10][CH:11]=3)/[C:14]2[CH:15]=[CH:16][C:17]([Cl:20])=[CH:18][CH:19]=2)=[CH:32][CH:33]=1)[CH3:23]. (5) Given the reactants [F:1][C:2]1([F:30])[CH2:8][N:7]([CH:9]([CH3:11])[CH3:10])[C:6]2[N:12]=[C:13]([NH:16][C:17]3[CH:25]=[CH:24][C:20]([C:21]([OH:23])=O)=[CH:19][C:18]=3[O:26][CH3:27])[N:14]=[CH:15][C:5]=2[N:4]([CH3:28])[C:3]1=[O:29].[CH2:31]([N:33](C(C)C)C(C)C)C.Cl.CN, predict the reaction product. The product is: [F:1][C:2]1([F:30])[CH2:8][N:7]([CH:9]([CH3:11])[CH3:10])[C:6]2[N:12]=[C:13]([NH:16][C:17]3[CH:25]=[CH:24][C:20]([C:21]([NH:33][CH3:31])=[O:23])=[CH:19][C:18]=3[O:26][CH3:27])[N:14]=[CH:15][C:5]=2[N:4]([CH3:28])[C:3]1=[O:29]. (6) Given the reactants [Cr](Cl)([O-])(=O)=O.[NH+]1C=CC=CC=1.[OH:12][CH2:13][C:14]1[C:19]2[CH:20]=[CH:21][O:22][C:18]=2[C:17]([NH:23][S:24]([CH3:27])(=[O:26])=[O:25])=[CH:16][CH:15]=1, predict the reaction product. The product is: [CH:13]([C:14]1[C:19]2[CH:20]=[CH:21][O:22][C:18]=2[C:17]([NH:23][S:24]([CH3:27])(=[O:26])=[O:25])=[CH:16][CH:15]=1)=[O:12]. (7) Given the reactants [Br:1][C:2]1[N:10]=[CH:9][N:8]=[C:7]2[C:3]=1[N:4]=[CH:5][NH:6]2.C(=O)([O-])[O-].[K+].[K+].Cl[CH2:18][C:19]1[CH:24]=[CH:23][C:22]([O:25][CH3:26])=[CH:21][CH:20]=1, predict the reaction product. The product is: [Br:1][C:2]1[N:10]=[CH:9][N:8]=[C:7]2[C:3]=1[N:4]=[CH:5][N:6]2[CH2:18][C:19]1[CH:24]=[CH:23][C:22]([O:25][CH3:26])=[CH:21][CH:20]=1. (8) Given the reactants [OH:1][C:2]1[CH:22]=[CH:21][C:5]([O:6][CH2:7][CH:8]2[CH2:13][CH2:12][N:11]([C:14]([O:16][C:17]([CH3:20])([CH3:19])[CH3:18])=[O:15])[CH2:10][CH2:9]2)=[CH:4][CH:3]=1, predict the reaction product. The product is: [OH:1][CH:2]1[CH2:3][CH2:4][CH:5]([O:6][CH2:7][CH:8]2[CH2:9][CH2:10][N:11]([C:14]([O:16][C:17]([CH3:20])([CH3:19])[CH3:18])=[O:15])[CH2:12][CH2:13]2)[CH2:21][CH2:22]1.[OH:6][CH2:7][CH:8]1[CH2:13][CH2:12][N:11]([C:14]([O:16][C:17]([CH3:20])([CH3:19])[CH3:18])=[O:15])[CH2:10][CH2:9]1.